Predict the product of the given reaction. From a dataset of Forward reaction prediction with 1.9M reactions from USPTO patents (1976-2016). (1) Given the reactants F[C:2]1[N:7]=[C:6]2[NH:8]N=[C:10]([C:11](O)=O)[C:5]2=[CH:4][CH:3]=1.C(Cl)(=O)[C:15](Cl)=[O:16].[NH2:20][CH2:21][C:22]([C:25]1[CH:30]=[CH:29][C:28]([NH:31][C:32](=[O:43])[C:33]2[CH:38]=[CH:37][C:36]([O:39][CH3:40])=[C:35]([O:41][CH3:42])[CH:34]=2)=[CH:27][CH:26]=1)([CH3:24])[CH3:23], predict the reaction product. The product is: [CH3:42][O:41][C:35]1[CH:34]=[C:33]([CH:38]=[CH:37][C:36]=1[O:39][CH3:40])[C:32]([NH:31][C:28]1[CH:27]=[CH:26][C:25]([C:22]([CH3:24])([CH3:23])[CH2:21][NH:20][C:15]([C:3]2[CH:4]=[C:5]3[CH:10]=[CH:11][NH:8][C:6]3=[N:7][CH:2]=2)=[O:16])=[CH:30][CH:29]=1)=[O:43]. (2) Given the reactants [CH3:1][C:2]1[CH:10]=[CH:9][C:5](C(O)=O)=[CH:4][N:3]=1.CC[N:13]([CH:17](C)C)C(C)C.C1(P(N=[N+]=[N-])(C2C=CC=CC=2)=[O:27])C=CC=CC=1.[CH:37]1[CH:42]=[CH:41][C:40]([CH2:43][OH:44])=[CH:39][CH:38]=1, predict the reaction product. The product is: [CH2:43]([O:44][C:17](=[O:27])[NH:13][C:5]1[CH:4]=[N:3][C:2]([CH3:1])=[CH:10][CH:9]=1)[C:40]1[CH:41]=[CH:42][CH:37]=[CH:38][CH:39]=1. (3) Given the reactants [CH:1]1[C:14]2[C:13](=[O:15])[C:12]3[C:7](=[CH:8][CH:9]=[CH:10][CH:11]=3)[C:6](=[O:16])[C:5]=2[CH:4]=[CH:3][C:2]=1C=O.[CH2:19]([OH:23])[CH2:20][CH2:21][OH:22].C1(C)C=CC(S(O)(=O)=O)=CC=1.O, predict the reaction product. The product is: [C:8]1([CH:21]=[O:22])[C:7]2[C:6](=[O:16])[C:5]3[C:14](=[CH:1][CH:2]=[CH:3][CH:4]=3)[C:13](=[O:15])[C:12]=2[CH:11]=[CH:10][CH:9]=1.[CH2:19]([OH:23])[CH2:20][CH2:21][OH:22]. (4) Given the reactants Cl[C:2]1[C:7]([C:8]([NH2:10])=[O:9])=[C:6]([NH:11][C:12]2[CH:17]=[CH:16][CH:15]=[C:14]([S:18]([CH3:21])(=[O:20])=[O:19])[CH:13]=2)[N:5]=[C:4]([S:22][CH3:23])[N:3]=1.C(=O)([O-])[O-:25].[K+].[K+].OO.Cl, predict the reaction product. The product is: [CH3:23][S:22][C:4]1[NH:3][C:2](=[O:25])[C:7]([C:8]([NH2:10])=[O:9])=[C:6]([NH:11][C:12]2[CH:17]=[CH:16][CH:15]=[C:14]([S:18]([CH3:21])(=[O:20])=[O:19])[CH:13]=2)[N:5]=1.